Dataset: Forward reaction prediction with 1.9M reactions from USPTO patents (1976-2016). Task: Predict the product of the given reaction. Given the reactants [I:1][C:2]1[CH:3]=[C:4]([CH:6]=[C:7]([N:9]2[CH2:14][CH2:13][O:12][CH2:11][CH2:10]2)[CH:8]=1)[NH2:5].[CH3:15][S:16](Cl)(=[O:18])=[O:17], predict the reaction product. The product is: [I:1][C:2]1[CH:3]=[C:4]([NH:5][S:16]([CH3:15])(=[O:18])=[O:17])[CH:6]=[C:7]([N:9]2[CH2:14][CH2:13][O:12][CH2:11][CH2:10]2)[CH:8]=1.